This data is from Full USPTO retrosynthesis dataset with 1.9M reactions from patents (1976-2016). The task is: Predict the reactants needed to synthesize the given product. (1) Given the product [CH3:14][C@H:4]1[CH2:3][C@@H:2]([NH:1][S:30]([C:26]2[CH:27]=[CH:28][CH:29]=[C:24]([C:23]([F:22])([F:34])[F:35])[CH:25]=2)(=[O:32])=[O:31])[CH2:6][N:5]1[C:7]([O:9][C:10]([CH3:13])([CH3:12])[CH3:11])=[O:8], predict the reactants needed to synthesize it. The reactants are: [NH2:1][C@H:2]1[CH2:6][N:5]([C:7]([O:9][C:10]([CH3:13])([CH3:12])[CH3:11])=[O:8])[C@@H:4]([CH3:14])[CH2:3]1.C(N(CC)CC)C.[F:22][C:23]([F:35])([F:34])[C:24]1[CH:25]=[C:26]([S:30](Cl)(=[O:32])=[O:31])[CH:27]=[CH:28][CH:29]=1.O. (2) Given the product [C:3]1([CH3:8])[CH:4]=[CH:5][CH:6]=[CH:7][C:2]=1[C:11]#[C:10][CH2:9][N:12]1[CH2:17][CH2:16][CH2:15][CH2:14][CH2:13]1, predict the reactants needed to synthesize it. The reactants are: I[C:2]1[CH:7]=[CH:6][CH:5]=[CH:4][C:3]=1[CH3:8].[CH2:9]([N:12]1[CH2:17][CH2:16][CH2:15][CH2:14][CH2:13]1)[C:10]#[CH:11].